Predict the reaction yield, written as a fraction of the theoretical maximum amount of product (1.0 means a 100% yield; for example, 0.34 means a 34% yield). From a dataset of Reaction yield outcomes from USPTO patents with 853,638 reactions. The reactants are [N:1]1[CH:6]=[CH:5][CH:4]=[CH:3][C:2]=1[C:7]1[O:11][C:10]([C:12]([O:14]C)=O)=[N:9][N:8]=1.Br[CH2:17][CH2:18][CH2:19][CH2:20][CH2:21][C:22]1[CH:27]=[CH:26][CH:25]=[CH:24][CH:23]=1. No catalyst specified. The product is [C:22]1([CH2:21][CH2:20][CH2:19][CH2:18][CH2:17][C:12]([C:10]2[O:11][C:7]([C:2]3[CH:3]=[CH:4][CH:5]=[CH:6][N:1]=3)=[N:8][N:9]=2)=[O:14])[CH:27]=[CH:26][CH:25]=[CH:24][CH:23]=1. The yield is 0.490.